Dataset: Forward reaction prediction with 1.9M reactions from USPTO patents (1976-2016). Task: Predict the product of the given reaction. (1) Given the reactants [OH:1][C:2]1[CH:3]=[C:4]([C:8]2[O:9][C:10]3[CH:16]=[CH:15][C:14]([C:17]#[N:18])=[CH:13][C:11]=3[CH:12]=2)[CH:5]=[CH:6][CH:7]=1.C([O-])([O-])=O.[K+].[K+].Br[CH2:26][CH2:27][CH2:28][O:29][C:30]1[CH:37]=[CH:36][C:33]([C:34]#[N:35])=[CH:32][CH:31]=1.O, predict the reaction product. The product is: [C:34]([C:33]1[CH:36]=[CH:37][C:30]([O:29][CH2:28][CH2:27][CH2:26][O:1][C:2]2[CH:3]=[C:4]([C:8]3[O:9][C:10]4[CH:16]=[CH:15][C:14]([C:17]#[N:18])=[CH:13][C:11]=4[CH:12]=3)[CH:5]=[CH:6][CH:7]=2)=[CH:31][CH:32]=1)#[N:35]. (2) Given the reactants Cl.[NH2:2][OH:3].N1C=CC=CC=1.C[Si](Cl)(C)C.[CH2:15]([O:17][C:18](=[O:47])[CH2:19][CH2:20][N:21]([C:39]1([C:44](Cl)=[O:45])[CH2:43][CH2:42][CH2:41][CH2:40]1)[S:22]([C:25]1[CH:30]=[CH:29][C:28]([O:31][C:32]2[CH:37]=[CH:36][C:35]([F:38])=[CH:34][CH:33]=2)=[CH:27][CH:26]=1)(=[O:24])=[O:23])[CH3:16].Cl, predict the reaction product. The product is: [CH2:15]([O:17][C:18](=[O:47])[CH2:19][CH2:20][N:21]([S:22]([C:25]1[CH:30]=[CH:29][C:28]([O:31][C:32]2[CH:37]=[CH:36][C:35]([F:38])=[CH:34][CH:33]=2)=[CH:27][CH:26]=1)(=[O:24])=[O:23])[C:39]1([C:44](=[O:45])[NH:2][OH:3])[CH2:43][CH2:42][CH2:41][CH2:40]1)[CH3:16]. (3) Given the reactants C[N:2](C)/[CH:3]=[CH:4]/[C:5]([C:7]1[C:12](=[O:13])[CH:11]=[CH:10][N:9]([C:14]2[CH:19]=[CH:18][CH:17]=[C:16]([O:20][C:21]([F:24])([F:23])[F:22])[CH:15]=2)[N:8]=1)=O.[C:26]1([CH3:34])[CH:31]=[CH:30][C:29]([NH:32]N)=[CH:28][CH:27]=1, predict the reaction product. The product is: [C:26]1([CH3:34])[CH:31]=[CH:30][C:29]([N:32]2[C:5]([C:7]3[C:12](=[O:13])[CH:11]=[CH:10][N:9]([C:14]4[CH:19]=[CH:18][CH:17]=[C:16]([O:20][C:21]([F:24])([F:23])[F:22])[CH:15]=4)[N:8]=3)=[CH:4][CH:3]=[N:2]2)=[CH:28][CH:27]=1.